From a dataset of Forward reaction prediction with 1.9M reactions from USPTO patents (1976-2016). Predict the product of the given reaction. Given the reactants [CH3:1][O:2][C:3](=[O:35])[C:4]1[CH:9]=[C:8]([N:10]2[CH:14]=[C:13]([C:15]3[CH:20]=[CH:19][C:18]([Cl:21])=[CH:17][C:16]=3[Cl:22])[N:12]=[C:11]2[CH2:23][C:24]2[CH:29]=[CH:28][C:27](Br)=[CH:26][CH:25]=2)[CH:7]=[CH:6][C:5]=1[S:31]([CH3:34])(=[O:33])=[O:32].[OH:36][C:37]1[CH:42]=[CH:41][C:40](B(O)O)=[CH:39][CH:38]=1, predict the reaction product. The product is: [CH3:1][O:2][C:3](=[O:35])[C:4]1[CH:9]=[C:8]([N:10]2[CH:14]=[C:13]([C:15]3[CH:20]=[CH:19][C:18]([Cl:21])=[CH:17][C:16]=3[Cl:22])[N:12]=[C:11]2[CH2:23][C:24]2[CH:29]=[CH:28][C:27]([C:40]3[CH:41]=[CH:42][C:37]([OH:36])=[CH:38][CH:39]=3)=[CH:26][CH:25]=2)[CH:7]=[CH:6][C:5]=1[S:31]([CH3:34])(=[O:33])=[O:32].